Dataset: Reaction yield outcomes from USPTO patents with 853,638 reactions. Task: Predict the reaction yield, written as a fraction of the theoretical maximum amount of product (1.0 means a 100% yield; for example, 0.34 means a 34% yield). The product is [CH3:24][C:11]1[O:12][C:13]([C:15]2[CH:31]=[CH:30][C:29]([C:32]([F:35])([F:34])[F:33])=[CH:28][N:27]=2)=[CH:14][C:10]=1[CH2:9][OH:8]. The reactants are C([Si]([O:8][CH2:9][C:10]1[CH:14]=[C:13]([CH2:15]B2OCC(C)(C)CO2)[O:12][C:11]=1[CH3:24])(C)C)(C)(C)C.ClC1[CH:31]=[CH:30][C:29]([C:32]([F:35])([F:34])[F:33])=[CH:28][N:27]=1.C(=O)([O-])[O-].[Na+].[Na+].COCCOC. The catalyst is C1C=CC([P]([Pd]([P](C2C=CC=CC=2)(C2C=CC=CC=2)C2C=CC=CC=2)([P](C2C=CC=CC=2)(C2C=CC=CC=2)C2C=CC=CC=2)[P](C2C=CC=CC=2)(C2C=CC=CC=2)C2C=CC=CC=2)(C2C=CC=CC=2)C2C=CC=CC=2)=CC=1.O. The yield is 0.620.